Dataset: Forward reaction prediction with 1.9M reactions from USPTO patents (1976-2016). Task: Predict the product of the given reaction. (1) Given the reactants [OH-].[Na+].C(O)C.[NH2:6][C:7]1[N:11]([C:12]2[CH:21]=[CH:20][C:15]3[NH:16][C:17]([CH3:19])=[N:18][C:14]=3[CH:13]=2)[N:10]=[CH:9][C:8]=1[C:22]([C:24]1[N:25](S(C2C=CC=CC=2)(=O)=O)[C:26]2[C:31]([CH:32]=1)=[CH:30][CH:29]=[CH:28][CH:27]=2)=[O:23], predict the reaction product. The product is: [NH2:6][C:7]1[N:11]([C:12]2[CH:21]=[CH:20][C:15]3[NH:16][C:17]([CH3:19])=[N:18][C:14]=3[CH:13]=2)[N:10]=[CH:9][C:8]=1[C:22]([C:24]1[NH:25][C:26]2[C:31]([CH:32]=1)=[CH:30][CH:29]=[CH:28][CH:27]=2)=[O:23]. (2) Given the reactants C1CC=CCC=1.C([O:14][C:15]1[CH:16]=[C:17]([NH:21][C:22]2[N:27]=[CH:26][C:25]([O:28][C:29]3[CH:34]=[CH:33][C:32]([F:35])=[CH:31][CH:30]=3)=[CH:24][N:23]=2)[CH:18]=[CH:19][CH:20]=1)C1C=CC=CC=1, predict the reaction product. The product is: [OH:14][C:15]1[CH:16]=[C:17]([NH:21][C:22]2[N:27]=[CH:26][C:25]([O:28][C:29]3[CH:34]=[CH:33][C:32]([F:35])=[CH:31][CH:30]=3)=[CH:24][N:23]=2)[CH:18]=[CH:19][CH:20]=1. (3) Given the reactants [OH:1][CH:2]([CH:15]1[CH2:20][CH2:19][N:18](C(OC(C)(C)C)=O)[CH2:17][CH2:16]1)[CH2:3][C:4]1[CH:9]=[CH:8][C:7]([N:10]2[CH:14]=[N:13][N:12]=[N:11]2)=[CH:6][CH:5]=1, predict the reaction product. The product is: [NH:18]1[CH2:19][CH2:20][CH:15]([CH:2]([OH:1])[CH2:3][C:4]2[CH:5]=[CH:6][C:7]([N:10]3[CH:14]=[N:13][N:12]=[N:11]3)=[CH:8][CH:9]=2)[CH2:16][CH2:17]1.